From a dataset of Peptide-MHC class I binding affinity with 185,985 pairs from IEDB/IMGT. Regression. Given a peptide amino acid sequence and an MHC pseudo amino acid sequence, predict their binding affinity value. This is MHC class I binding data. (1) The peptide sequence is LPQEFISWFA. The MHC is H-2-Kb with pseudo-sequence H-2-Kb. The binding affinity (normalized) is 0.103. (2) The peptide sequence is CEEGKLCYLT. The MHC is HLA-B40:02 with pseudo-sequence HLA-B40:02. The binding affinity (normalized) is 0.168. (3) The binding affinity (normalized) is 0.124. The MHC is H-2-Db with pseudo-sequence H-2-Db. The peptide sequence is FLIAYQPL. (4) The peptide sequence is LAYYNSCML. The MHC is HLA-A68:02 with pseudo-sequence HLA-A68:02. The binding affinity (normalized) is 0.122.